This data is from Catalyst prediction with 721,799 reactions and 888 catalyst types from USPTO. The task is: Predict which catalyst facilitates the given reaction. (1) Reactant: [Cl:1][C:2]1[C:3]([O:9][C:10]2[CH:15]=[C:14]([O:16][CH2:17][CH2:18][O:19][CH3:20])[CH:13]=[CH:12][C:11]=2[CH2:21][CH2:22][CH2:23][OH:24])=[N:4][CH:5]=[C:6]([Cl:8])[CH:7]=1.Cl[S:26]([N:29]=[C:30]=[O:31])(=[O:28])=[O:27].[N:32]1C=CC=CC=1.N. The catalyst class is: 93. Product: [NH2:32][S:26]([NH:29][C:30](=[O:31])[O:24][CH2:23][CH2:22][CH2:21][C:11]1[CH:12]=[CH:13][C:14]([O:16][CH2:17][CH2:18][O:19][CH3:20])=[CH:15][C:10]=1[O:9][C:3]1[C:2]([Cl:1])=[CH:7][C:6]([Cl:8])=[CH:5][N:4]=1)(=[O:28])=[O:27]. (2) Reactant: [F:1][C:2]1[CH:3]=[C:4]([CH2:8][C:9]#[N:10])[CH:5]=[CH:6][CH:7]=1.Cl[CH2:12][CH2:13][N:14]([CH2:22][CH2:23]Cl)[C:15](=[O:21])[O:16][C:17]([CH3:20])([CH3:19])[CH3:18].[H-].[Na+]. Product: [C:9]([C:8]1([C:4]2[CH:5]=[CH:6][CH:7]=[C:2]([F:1])[CH:3]=2)[CH2:23][CH2:22][N:14]([C:15]([O:16][C:17]([CH3:19])([CH3:18])[CH3:20])=[O:21])[CH2:13][CH2:12]1)#[N:10]. The catalyst class is: 633. (3) Reactant: C(OC(=O)[NH:7][C:8]1[S:9][C:10]([C:15]2[CH:16]=[N:17][CH:18]=[CH:19][CH:20]=2)=[CH:11][C:12]=1[C:13]#[N:14])(C)(C)C.O1CCOCC1. Product: [NH2:7][C:8]1[S:9][C:10]([C:15]2[CH:16]=[N:17][CH:18]=[CH:19][CH:20]=2)=[CH:11][C:12]=1[C:13]#[N:14]. The catalyst class is: 33. (4) Reactant: [Cl:1][C:2]1[CH:6]=[C:5]([C:7]([O:9]C)=[O:8])[N:4]([C:11]2[CH:12]=[N:13][CH:14]=[CH:15][CH:16]=2)[N:3]=1.O.[OH-].[Li+]. Product: [ClH:1].[Cl:1][C:2]1[CH:6]=[C:5]([C:7]([OH:9])=[O:8])[N:4]([C:11]2[CH:12]=[N:13][CH:14]=[CH:15][CH:16]=2)[N:3]=1. The catalyst class is: 38. (5) Reactant: C(=O)([O-])[O-].[K+].[K+].[N+:7]([C:10]1[CH:15]=[C:14]([O:16][C:17]2[CH:22]=[CH:21][CH:20]=[CH:19][CH:18]=2)[CH:13]=[CH:12][C:11]=1[OH:23])([O-:9])=[O:8].[CH2:24](Br)[C:25]1[CH:30]=[CH:29][CH:28]=[CH:27][CH:26]=1.O. Product: [CH2:24]([O:23][C:11]1[CH:12]=[CH:13][C:14]([O:16][C:17]2[CH:22]=[CH:21][CH:20]=[CH:19][CH:18]=2)=[CH:15][C:10]=1[N+:7]([O-:9])=[O:8])[C:25]1[CH:30]=[CH:29][CH:28]=[CH:27][CH:26]=1. The catalyst class is: 3. (6) Reactant: [NH2:1][CH2:2][CH2:3][O:4][CH2:5][CH2:6][OH:7].[CH3:8][C:9]([O:12][C:13](O[C:13]([O:12][C:9]([CH3:11])([CH3:10])[CH3:8])=[O:14])=[O:14])([CH3:11])[CH3:10]. Product: [OH:7][CH2:6][CH2:5][O:4][CH2:3][CH2:2][NH:1][C:13](=[O:14])[O:12][C:9]([CH3:11])([CH3:10])[CH3:8]. The catalyst class is: 21.